Predict the reaction yield, written as a fraction of the theoretical maximum amount of product (1.0 means a 100% yield; for example, 0.34 means a 34% yield). From a dataset of Reaction yield outcomes from USPTO patents with 853,638 reactions. (1) The reactants are [Cl:1][C:2]1[CH:3]=[CH:4][C:5]2[O:10][CH2:9][C:8](=[O:11])[N:7]([CH2:12][CH2:13][N:14]3[CH2:19][CH2:18][CH:17]([NH:20]C(=O)OC(C)(C)C)[CH2:16][CH2:15]3)[C:6]=2[CH:28]=1.NC1CCN(CCN2C3C(=CC=C(C#N)C=3)C=CC2=O)CC1. No catalyst specified. The product is [NH2:20][CH:17]1[CH2:16][CH2:15][N:14]([CH2:13][CH2:12][N:7]2[C:6]3[CH:28]=[C:2]([Cl:1])[CH:3]=[CH:4][C:5]=3[O:10][CH2:9][C:8]2=[O:11])[CH2:19][CH2:18]1. The yield is 1.00. (2) The reactants are [NH2:1][CH2:2][CH2:3][NH:4][C:5](=[O:31])[CH2:6][C@@H:7]1[N:13]=[C:12]([C:14]2[CH:19]=[CH:18][C:17]([Cl:20])=[CH:16][CH:15]=2)[C:11]2[CH:21]=[C:22]([O:25][CH3:26])[CH:23]=[CH:24][C:10]=2[N:9]2[C:27]([CH3:30])=[N:28][N:29]=[C:8]12.[OH:32][C:33]1[CH:34]=[C:35]([CH:41]=[CH:42][C:43]=1[OH:44])[CH:36]=[CH:37][C:38](O)=[O:39].CCN=C=NCCCN(C)C.C1C=CC2N(O)N=NC=2C=1.C(N(CC)CC)C. The catalyst is CN(C=O)C. The product is [Cl:20][C:17]1[CH:16]=[CH:15][C:14]([C:12]2[C:11]3[CH:21]=[C:22]([O:25][CH3:26])[CH:23]=[CH:24][C:10]=3[N:9]3[C:27]([CH3:30])=[N:28][N:29]=[C:8]3[C@H:7]([CH2:6][C:5]([NH:4][CH2:3][CH2:2][NH:1][C:38](=[O:39])/[CH:37]=[CH:36]/[C:35]3[CH:41]=[CH:42][C:43]([OH:44])=[C:33]([OH:32])[CH:34]=3)=[O:31])[N:13]=2)=[CH:19][CH:18]=1. The yield is 0.147. (3) The reactants are [Cl:1][C:2]1[C:3]2[CH:13]=[CH:12][C:11](=[O:14])[N:10]([C:15]3[CH:20]=[CH:19][C:18]([F:21])=[CH:17][C:16]=3[F:22])[C:4]=2[N:5]=[C:6]([S:8][CH3:9])[N:7]=1.C1C=C(Cl)C=C(C(OO)=[O:31])C=1. The catalyst is C(Cl)Cl. The product is [Cl:1][C:2]1[C:3]2[CH:13]=[CH:12][C:11](=[O:14])[N:10]([C:15]3[CH:20]=[CH:19][C:18]([F:21])=[CH:17][C:16]=3[F:22])[C:4]=2[N:5]=[C:6]([S:8]([CH3:9])=[O:31])[N:7]=1. The yield is 0.800.